This data is from Full USPTO retrosynthesis dataset with 1.9M reactions from patents (1976-2016). The task is: Predict the reactants needed to synthesize the given product. (1) Given the product [Br:1][C:2]1[CH:8]=[CH:7][C:5]([NH:6][C:20]([NH:19][C:11](=[O:18])[C:12]2[CH:13]=[CH:14][CH:15]=[CH:16][CH:17]=2)=[S:21])=[C:4]([F:9])[C:3]=1[F:10], predict the reactants needed to synthesize it. The reactants are: [Br:1][C:2]1[CH:8]=[CH:7][C:5]([NH2:6])=[C:4]([F:9])[C:3]=1[F:10].[C:11]([N:19]=[C:20]=[S:21])(=[O:18])[C:12]1[CH:17]=[CH:16][CH:15]=[CH:14][CH:13]=1. (2) Given the product [C:1]([O:5][C:6]([N:8]1[CH2:13][CH2:12][N:11]([S:14]([CH2:17][CH2:18][CH2:19][N:21]2[CH2:26][CH2:25][O:24][CH2:23][CH2:22]2)(=[O:16])=[O:15])[CH2:10][CH2:9]1)=[O:7])([CH3:4])([CH3:3])[CH3:2], predict the reactants needed to synthesize it. The reactants are: [C:1]([O:5][C:6]([N:8]1[CH2:13][CH2:12][N:11]([S:14]([CH2:17][CH2:18][CH2:19]Cl)(=[O:16])=[O:15])[CH2:10][CH2:9]1)=[O:7])([CH3:4])([CH3:3])[CH3:2].[NH:21]1[CH2:26][CH2:25][O:24][CH2:23][CH2:22]1.C(=O)([O-])[O-].[K+].[K+].[I-].[K+]. (3) Given the product [C:2]1(=[O:1])[C:15]2[C:6](=[CH:7][C:8]3[C:13]([CH:14]=2)=[CH:12][CH:11]=[CH:10][CH:9]=3)[C:5](=[O:16])[CH:4]=[CH:3]1, predict the reactants needed to synthesize it. The reactants are: [OH:1][C:2]1[C:15]2[C:6](=[CH:7][C:8]3[C:13]([CH:14]=2)=[CH:12][CH:11]=[CH:10][CH:9]=3)[C:5]([OH:16])=[CH:4][CH:3]=1.